Dataset: Forward reaction prediction with 1.9M reactions from USPTO patents (1976-2016). Task: Predict the product of the given reaction. Given the reactants C(Cl)(=O)C(Cl)=O.CSC.[F:10][C:11]([F:35])([F:34])[C:12]1[CH:29]=[C:28]([C:30]([F:33])([F:32])[F:31])[CH:27]=[CH:26][C:13]=1[CH2:14][N:15]1[CH2:22][CH:21]2[CH2:23][CH:17]([CH2:18][CH:19]([CH2:24][OH:25])[CH2:20]2)[CH2:16]1.[OH-].[Na+], predict the reaction product. The product is: [F:35][C:11]([F:10])([F:34])[C:12]1[CH:29]=[C:28]([C:30]([F:33])([F:32])[F:31])[CH:27]=[CH:26][C:13]=1[CH2:14][N:15]1[CH2:16][CH:17]2[CH2:23][CH:21]([CH2:20][CH:19]([CH:24]=[O:25])[CH2:18]2)[CH2:22]1.